From a dataset of Catalyst prediction with 721,799 reactions and 888 catalyst types from USPTO. Predict which catalyst facilitates the given reaction. (1) Reactant: [N+:1]([C:4]1[CH:9]=[C:8]([C:10]([F:13])([F:12])[F:11])[CH:7]=[CH:6][C:5]=1[C:14]([F:17])([F:16])[F:15])([O-])=O.Cl[Sn]Cl.O. Product: [F:15][C:14]([F:16])([F:17])[C:5]1[CH:6]=[CH:7][C:8]([C:10]([F:12])([F:13])[F:11])=[CH:9][C:4]=1[NH2:1]. The catalyst class is: 240. (2) Reactant: [CH3:1][O:2][C:3]1[CH:4]=[CH:5][C:6]2[C:11](=[O:12])[N:10]([C:13]3[CH:18]=[CH:17][C:16]([O:19][CH2:20][C:21]([F:24])([F:23])[F:22])=[CH:15][CH:14]=3)[C:9](=[S:25])[NH:8][C:7]=2[N:26]=1.[C:27](=O)([O-])O.[Na+].IC.CN(C)C=O. Product: [CH3:1][O:2][C:3]1[CH:4]=[CH:5][C:6]2[C:11](=[O:12])[N:10]([C:13]3[CH:14]=[CH:15][C:16]([O:19][CH2:20][C:21]([F:24])([F:23])[F:22])=[CH:17][CH:18]=3)[C:9]([S:25][CH3:27])=[N:8][C:7]=2[N:26]=1. The catalyst class is: 13.